Dataset: Catalyst prediction with 721,799 reactions and 888 catalyst types from USPTO. Task: Predict which catalyst facilitates the given reaction. (1) Reactant: [Br:1][C:2]1[C:11]2[C:6](=[C:7]([O:28][CH3:29])[CH:8]=[C:9]([C:12]([C:21]3[CH:26]=[CH:25][C:24]([Cl:27])=[CH:23][CH:22]=3)([C:14]3[CH:19]=[CH:18][C:17]([Cl:20])=[CH:16][CH:15]=3)O)[CH:10]=2)[N:5]=[CH:4][CH:3]=1.C([SiH](CC)CC)C.FC(F)(F)C(O)=O. Product: [Cl:27][C:24]1[CH:23]=[CH:22][C:21]([CH:12]([C:14]2[CH:19]=[CH:18][C:17]([Cl:20])=[CH:16][CH:15]=2)[C:9]2[CH:10]=[C:11]3[C:6](=[C:7]([O:28][CH3:29])[CH:8]=2)[N:5]=[CH:4][CH:3]=[C:2]3[Br:1])=[CH:26][CH:25]=1. The catalyst class is: 2. (2) Reactant: [Cl:1][C:2]1[CH:7]=[CH:6][C:5]([C:8]2[C:17]3[C:12](=[CH:13][CH:14]=[CH:15][CH:16]=3)[CH:11]=[C:10]([CH3:18])[C:9]=2[C@H:19]([OH:22])[CH2:20][OH:21])=[CH:4][CH:3]=1.C(Cl)Cl.[C:26](Cl)(=[O:31])[C:27]([CH3:30])([CH3:29])[CH3:28]. Product: [C:26]([O:21][CH2:20][C@H:19]([C:9]1[C:10]([CH3:18])=[CH:11][C:12]2[C:17](=[CH:16][CH:15]=[CH:14][CH:13]=2)[C:8]=1[C:5]1[CH:6]=[CH:7][C:2]([Cl:1])=[CH:3][CH:4]=1)[OH:22])(=[O:31])[C:27]([CH3:30])([CH3:29])[CH3:28]. The catalyst class is: 300. (3) Reactant: [CH:1]([O:3][C:4]1[CH:9]=[CH:8][C:7]([O:10][C:11]([F:14])([F:13])[F:12])=[CH:6][C:5]=1[I:15])=[CH2:2].Cl[CH2:17]I.C([Zn]CC)C. Product: [CH:1]1([O:3][C:4]2[CH:9]=[CH:8][C:7]([O:10][C:11]([F:12])([F:13])[F:14])=[CH:6][C:5]=2[I:15])[CH2:17][CH2:2]1. The catalyst class is: 26. (4) Reactant: [CH2:1]([CH:8]1[CH2:13][CH2:12][N:11]([C:14]2[C:19]([Br:20])=[C:18]([CH3:21])[N:17]=[C:16]([CH3:22])[C:15]=2[C@H:23]([OH:30])[C:24]([O:26][CH:27]([CH3:29])[CH3:28])=[O:25])[CH2:10][CH2:9]1)[C:2]1[CH:7]=[CH:6][CH:5]=[CH:4][CH:3]=1. Product: [CH2:1]([CH:8]1[CH2:13][CH2:12][N:11]([C:14]2[C:19]([Br:20])=[C:18]([CH3:21])[N:17]=[C:16]([CH3:22])[C:15]=2[C@H:23]([O:30][C:2]([CH3:7])([CH3:3])[CH3:1])[C:24]([O:26][CH:27]([CH3:28])[CH3:29])=[O:25])[CH2:10][CH2:9]1)[C:2]1[CH:7]=[CH:6][CH:5]=[CH:4][CH:3]=1. The catalyst class is: 2. (5) Reactant: Cl.[F:2][C:3]1([C:9]([O:11][CH2:12][CH3:13])=[O:10])[CH2:8][CH2:7][NH:6][CH2:5][CH2:4]1.[C:14]1(=O)[CH2:17][CH2:16][CH2:15]1.CC(O)=O.C(O[BH-](OC(=O)C)OC(=O)C)(=O)C.[Na+].[OH-].[Na+]. Product: [CH2:12]([O:11][C:9]([C:3]1([F:2])[CH2:4][CH2:5][N:6]([CH:14]2[CH2:17][CH2:16][CH2:15]2)[CH2:7][CH2:8]1)=[O:10])[CH3:13]. The catalyst class is: 2. (6) Reactant: COC1C=C(C(Cl)=O)C=CC=1.[CH3:12][O:13][C:14]1[CH:15]=[C:16]2[C:21](=[CH:22][C:23]=1[O:24][CH3:25])[N:20]=[CH:19][CH:18]=[C:17]2[O:26][C:27]1[CH:33]=[CH:32][C:30]([NH2:31])=[CH:29][CH:28]=1.[CH3:34][O:35][C:36]1[CH:37]=[C:38]([C:42]([N:44]=[C:45]=[S:46])=[O:43])[CH:39]=[CH:40][CH:41]=1. Product: [CH3:34][O:35][C:36]1[CH:37]=[C:38]([C:42]([N:44]=[C:45]=[S:46])=[O:43])[CH:39]=[CH:40][CH:41]=1.[CH3:12][O:13][C:14]1[CH:15]=[C:16]2[C:21](=[CH:22][C:23]=1[O:24][CH3:25])[N:20]=[CH:19][CH:18]=[C:17]2[O:26][C:27]1[CH:33]=[CH:32][C:30]([NH:31][C:45]([NH:44][C:42](=[O:43])[C:38]2[CH:39]=[CH:40][CH:41]=[C:36]([O:35][CH3:34])[CH:37]=2)=[S:46])=[CH:29][CH:28]=1. The catalyst class is: 234. (7) Reactant: Br[C:2]1[CH:3]=[C:4]([N+:11]([O-:13])=[O:12])[CH:5]=[C:6]2[C:10]=1[NH:9][CH:8]=[CH:7]2.[C:14]([Cu])#[N:15].[C-]#N.[K+].C(Cl)(Cl)Cl. Product: [C:14]([C:2]1[CH:3]=[C:4]([N+:11]([O-:13])=[O:12])[CH:5]=[C:6]2[C:10]=1[NH:9][CH:8]=[CH:7]2)#[N:15]. The catalyst class is: 31.